From a dataset of Reaction yield outcomes from USPTO patents with 853,638 reactions. Predict the reaction yield, written as a fraction of the theoretical maximum amount of product (1.0 means a 100% yield; for example, 0.34 means a 34% yield). (1) The reactants are [H-].[Na+].[CH3:3][OH:4].[Cl:5][C:6]1[CH:22]=[C:21]([Cl:23])[CH:20]=[CH:19][C:7]=1[CH2:8][NH:9][C:10](=[O:18])[C:11]1[CH:16]=[CH:15][C:14](F)=[N:13][CH:12]=1. The catalyst is CN(C)C(=O)C. The product is [Cl:5][C:6]1[CH:22]=[C:21]([Cl:23])[CH:20]=[CH:19][C:7]=1[CH2:8][NH:9][C:10](=[O:18])[C:11]1[CH:16]=[CH:15][C:14]([O:4][CH3:3])=[N:13][CH:12]=1. The yield is 0.545. (2) The reactants are C(OC([NH:8][C:9]1[CH:14]=[CH:13][C:12]([C:15]([CH3:18])([CH3:17])[CH3:16])=[C:11]([NH:19][C:20]([C:22]2[C:31](=[O:32])[C:30]3[C:25](=[CH:26][CH:27]=[CH:28][CH:29]=3)[NH:24][CH:23]=2)=[O:21])[CH:10]=1)=O)(C)(C)C.C(O)(C(F)(F)F)=O. The catalyst is C(Cl)Cl. The product is [NH2:8][C:9]1[CH:14]=[CH:13][C:12]([C:15]([CH3:18])([CH3:17])[CH3:16])=[C:11]([NH:19][C:20]([C:22]2[C:31](=[O:32])[C:30]3[C:25](=[CH:26][CH:27]=[CH:28][CH:29]=3)[NH:24][CH:23]=2)=[O:21])[CH:10]=1. The yield is 0.560. (3) The reactants are Br[C:2]1[CH:3]=[C:4]2[C:9](=[CH:10][CH:11]=1)[N:8]=[CH:7][C:6]([C:12]([CH:14]1[CH2:16][CH2:15]1)=[O:13])=[C:5]2[N:17]1[CH2:22][CH2:21][CH:20]([N:23]2[CH2:28][CH2:27][N:26]([CH3:29])[CH2:25][CH2:24]2)[CH2:19][CH2:18]1.[Cl:30][C:31]1[CH:36]=[C:35](B2OC(C)(C)C(C)(C)O2)[CH:34]=[C:33]([F:46])[C:32]=1[OH:47]. No catalyst specified. The product is [Cl:30][C:31]1[CH:36]=[C:35]([C:2]2[CH:3]=[C:4]3[C:9](=[CH:10][CH:11]=2)[N:8]=[CH:7][C:6]([C:12]([CH:14]2[CH2:15][CH2:16]2)=[O:13])=[C:5]3[N:17]2[CH2:22][CH2:21][CH:20]([N:23]3[CH2:28][CH2:27][N:26]([CH3:29])[CH2:25][CH2:24]3)[CH2:19][CH2:18]2)[CH:34]=[C:33]([F:46])[C:32]=1[OH:47]. The yield is 0.670. (4) The reactants are [CH3:1][N:2]([S:20]([C:23]1[S:24][CH:25]=[CH:26][CH:27]=1)(=[O:22])=[O:21])[C:3]1[CH:4]=[C:5]([O:15][C:16]([F:19])([F:18])[F:17])[CH:6]=[C:7]2[C:11]=1[NH:10][C:9]([C:12]([OH:14])=O)=[CH:8]2.Cl.[C:29]([S:48][CH2:49][CH2:50][NH2:51])([C:42]1[CH:47]=[CH:46][CH:45]=[CH:44][CH:43]=1)([C:36]1[CH:41]=[CH:40][CH:39]=[CH:38][CH:37]=1)[C:30]1[CH:35]=[CH:34][CH:33]=[CH:32][CH:31]=1.N1(O)C2C=CC=CC=2N=N1.Cl.CN(C)CCCN=C=NCC. The catalyst is C(OCC)(=O)C.CN(C)C=O.C(N(CC)CC)C. The product is [CH3:1][N:2]([S:20]([C:23]1[S:24][CH:25]=[CH:26][CH:27]=1)(=[O:21])=[O:22])[C:3]1[CH:4]=[C:5]([O:15][C:16]([F:17])([F:18])[F:19])[CH:6]=[C:7]2[C:11]=1[NH:10][C:9]([C:12]([NH:51][CH2:50][CH2:49][S:48][C:29]([C:36]1[CH:41]=[CH:40][CH:39]=[CH:38][CH:37]=1)([C:30]1[CH:31]=[CH:32][CH:33]=[CH:34][CH:35]=1)[C:42]1[CH:47]=[CH:46][CH:45]=[CH:44][CH:43]=1)=[O:14])=[CH:8]2. The yield is 0.310. (5) The catalyst is O1CCCC1. The reactants are [H-].[Na+].N[C:4]1[CH:9]=[CH:8][CH:7]=[CH:6][CH:5]=1.C[C:11]1[CH2:15][C:14](C)=[C:13](C)[C:12]=1[CH3:18].Cl[Si:20]([C:23]1[CH:28]=[C:27]([CH2:29][CH2:30][CH2:31]CCC)[CH:26]=C(CCCCCC)[CH:24]=1)([CH3:22])[CH3:21].[C:41](=O)([O-])[O-].[Na+].[Na+].[C:47]1(C)[CH:52]=[CH:51][CH:50]=[CH:49][CH:48]=1. The product is [CH2:51]([C:6]1[CH:5]=[C:4]([C:28]2[C:23]([SiH:20]([CH3:21])[CH3:22])([CH3:24])[C:30]([CH3:31])=[C:29]([CH3:41])[C:27]=2[CH3:26])[CH:9]=[C:8]([CH2:11][CH2:15][CH2:14][CH2:13][CH2:12][CH3:18])[CH:7]=1)[CH2:52][CH2:47][CH2:48][CH2:49][CH3:50]. The yield is 0.609. (6) The reactants are [NH:1]1[C:5]2[CH:6]=[CH:7][CH:8]=[CH:9][C:4]=2[N:3]=[C:2]1[CH2:10][N:11]([CH3:22])[CH:12]1[C:21]2[N:20]=[CH:19][CH:18]=[CH:17][C:16]=2[CH2:15][CH2:14][CH2:13]1.Cl.Cl[CH2:25][C:26]1[CH:31]=[CH:30][N:29]=[CH:28][CH:27]=1.CN(CC1N(CC2C=NC=CC=2)C2C=CC=CC=2N=1)C1C2N=CC=CC=2CCC1. No catalyst specified. The product is [CH3:22][N:11]([CH2:10][C:2]1[N:3]([CH2:25][C:26]2[CH:31]=[CH:30][N:29]=[CH:28][CH:27]=2)[C:4]2[CH:9]=[CH:8][CH:7]=[CH:6][C:5]=2[N:1]=1)[CH:12]1[C:21]2[N:20]=[CH:19][CH:18]=[CH:17][C:16]=2[CH2:15][CH2:14][CH2:13]1. The yield is 0.530. (7) The reactants are C([O:3][C:4](=[O:30])[C:5]([CH3:29])([O:7][C:8]1[CH:13]=[CH:12][C:11]([O:14][CH2:15][CH2:16][C:17]2[N:18]=[C:19]([C:23]3[CH:28]=[CH:27][CH:26]=[CH:25][CH:24]=3)[O:20][C:21]=2[CH3:22])=[CH:10][CH:9]=1)[CH3:6])C.[OH-].[Na+]. The catalyst is CO. The product is [CH3:29][C:5]([O:7][C:8]1[CH:9]=[CH:10][C:11]([O:14][CH2:15][CH2:16][C:17]2[N:18]=[C:19]([C:23]3[CH:24]=[CH:25][CH:26]=[CH:27][CH:28]=3)[O:20][C:21]=2[CH3:22])=[CH:12][CH:13]=1)([CH3:6])[C:4]([OH:30])=[O:3]. The yield is 0.750. (8) The reactants are [NH2:1][C:2]1[C:7]([C:8]#[N:9])=[C:6]([NH:10][C@H:11]([C:13]2[N:17]([CH3:18])[C:16]3[C:19](Br)=[C:20]([F:23])[CH:21]=[CH:22][C:15]=3[N:14]=2)[CH3:12])[N:5]=[CH:4][N:3]=1.[NH:25]1[C:33]2[CH:32]=[CH:31][CH:30]=[C:29](B(O)O)[C:28]=2[CH:27]=[N:26]1.C(=O)([O-])[O-].[Cs+].[Cs+]. The catalyst is O1CCOCC1.O.C1C=CC([P]([Pd]([P](C2C=CC=CC=2)(C2C=CC=CC=2)C2C=CC=CC=2)([P](C2C=CC=CC=2)(C2C=CC=CC=2)C2C=CC=CC=2)[P](C2C=CC=CC=2)(C2C=CC=CC=2)C2C=CC=CC=2)(C2C=CC=CC=2)C2C=CC=CC=2)=CC=1. The product is [NH2:1][C:2]1[C:7]([C:8]#[N:9])=[C:6]([NH:10][C@H:11]([C:13]2[N:17]([CH3:18])[C:16]3[C:19]([C:29]4[CH:30]=[CH:31][CH:32]=[C:33]5[C:28]=4[CH:27]=[N:26][NH:25]5)=[C:20]([F:23])[CH:21]=[CH:22][C:15]=3[N:14]=2)[CH3:12])[N:5]=[CH:4][N:3]=1. The yield is 0.400.